Dataset: Full USPTO retrosynthesis dataset with 1.9M reactions from patents (1976-2016). Task: Predict the reactants needed to synthesize the given product. (1) Given the product [NH2:20][C:18]1[N:21]([C:23]2[CH:28]=[CH:27][CH:26]=[CH:25][N:24]=2)[N:22]=[C:9]([C:8]([O:15][CH2:16][CH3:17])=[O:14])[CH:19]=1, predict the reactants needed to synthesize it. The reactants are: C(O)C.[O-]CC.[Na+].[C:8]([O:15][CH2:16][CH3:17])(=[O:14])[C:9](OCC)=O.[C:18](#[N:20])[CH3:19].[NH:21]([C:23]1[CH:28]=[CH:27][CH:26]=[CH:25][N:24]=1)[NH2:22].S(=O)(=O)(O)O. (2) Given the product [CH3:16][O:9][C:8](=[O:10])[C:7]1[CH:11]=[CH:12][C:4]([F:3])=[CH:5][C:6]=1[N+:13]([O-:15])=[O:14], predict the reactants needed to synthesize it. The reactants are: IC.[F:3][C:4]1[CH:12]=[CH:11][C:7]([C:8]([OH:10])=[O:9])=[C:6]([N+:13]([O-:15])=[O:14])[CH:5]=1.[C:16]([O-])([O-])=O.[K+].[K+].O. (3) Given the product [C:25]([NH:29][S:30]([C:33]1[CH:34]=[CH:35][CH:36]=[C:37]([C:2]2[CH:7]=[C:6]([C:8]3[CH:13]=[C:12]([C:14]4[CH:19]=[CH:18][C:17]([C:20]([F:23])([F:22])[F:21])=[CH:16][CH:15]=4)[CH:11]=[C:10]([CH3:24])[N:9]=3)[CH:5]=[CH:4][N:3]=2)[CH:38]=1)(=[O:32])=[O:31])([CH3:28])([CH3:26])[CH3:27], predict the reactants needed to synthesize it. The reactants are: Cl[C:2]1[CH:7]=[C:6]([C:8]2[CH:13]=[C:12]([C:14]3[CH:19]=[CH:18][C:17]([C:20]([F:23])([F:22])[F:21])=[CH:16][CH:15]=3)[CH:11]=[C:10]([CH3:24])[N:9]=2)[CH:5]=[CH:4][N:3]=1.[C:25]([NH:29][S:30]([C:33]1[CH:34]=[C:35](B(O)O)[CH:36]=[CH:37][CH:38]=1)(=[O:32])=[O:31])([CH3:28])([CH3:27])[CH3:26]. (4) Given the product [Cl:1][C:2]1[CH:10]=[C:9]2[C:5]([C:6]([CH:19]=[O:20])=[CH:7][NH:8]2)=[CH:4][C:3]=1[C:26]1[CH:36]=[CH:35][C:29]([O:30][CH2:31][C:32]([NH2:34])=[O:33])=[CH:28][CH:27]=1, predict the reactants needed to synthesize it. The reactants are: [Cl:1][C:2]1[CH:10]=[C:9]2[C:5]([CH:6]=[CH:7][NH:8]2)=[CH:4][C:3]=1B1OCC(C)(C)CO1.[C:19](=O)([O-])[O-:20].[K+].[K+].Br[C:26]1[CH:36]=[CH:35][C:29]([O:30][CH2:31][C:32]([NH2:34])=[O:33])=[CH:28][CH:27]=1. (5) Given the product [CH3:2][CH2:1][N:3]([CH2:4][CH2:5][NH:6][C:7]([C:9]1[C:13]([CH3:14])=[C:12](/[CH:15]=[C:24]2/[C:23]3[CH:22]=[C:21]([F:20])[CH:29]=[CH:28][C:27]=3[NH:26][C:25]/2=[O:30])[NH:11][C:10]=1[CH3:17])=[O:8])[CH2:18][CH3:19], predict the reactants needed to synthesize it. The reactants are: [CH2:1]([N:3]([CH2:18][CH3:19])[CH2:4][CH2:5][NH:6][C:7]([C:9]1[C:13]([CH3:14])=[C:12]([CH:15]=O)[NH:11][C:10]=1[CH3:17])=[O:8])[CH3:2].[F:20][C:21]1[CH:22]=[C:23]2[C:27](=[CH:28][CH:29]=1)[NH:26][C:25](=[O:30])[CH2:24]2.C(OC)(=O)C.C(OC(C)C)(=O)C.N1CCCC1. (6) Given the product [CH:9]12[NH:8][CH:13]([CH2:14][CH2:15]1)[CH2:12][C:11]([C:26]1[C:30]3[CH:31]=[N:32][C:33]([NH2:47])=[C:34]([O:35][C@@H:36]([C:38]4[C:43]([Cl:44])=[CH:42][CH:41]=[C:40]([F:45])[C:39]=4[Cl:46])[CH3:37])[C:29]=3[O:28][CH:27]=1)=[CH:10]2, predict the reactants needed to synthesize it. The reactants are: C(OC([N:8]1[CH:13]2[CH2:14][CH2:15][CH:9]1[CH:10]=[C:11](B1OC(C)(C)C(C)(C)O1)[CH2:12]2)=O)(C)(C)C.Br[C:26]1[C:30]2[CH:31]=[N:32][C:33]([NH2:47])=[C:34]([O:35][C@@H:36]([C:38]3[C:43]([Cl:44])=[CH:42][CH:41]=[C:40]([F:45])[C:39]=3[Cl:46])[CH3:37])[C:29]=2[O:28][CH:27]=1.C(=O)([O-])[O-].[K+].[K+].Cl.